Predict which catalyst facilitates the given reaction. From a dataset of Catalyst prediction with 721,799 reactions and 888 catalyst types from USPTO. (1) Reactant: P12(SP3(SP(SP(S3)(S1)=S)(=S)S2)=S)=[S:2].[CH:15]([NH2:17])=O.[N+:18]([C:21]1[CH:58]=[CH:57][C:24]([C:25]([O:27][C@@:28]([C:35]2[N:36]=[N:37][N:38]([CH2:40][C:41]3[CH:50]=[C:49]4[C:44]([C:45]([C:53](=O)[CH2:54]Br)=[CH:46][C:47]([C:51]#[N:52])=[N:48]4)=[CH:43][CH:42]=3)[CH:39]=2)([C:31]([F:34])([F:33])[F:32])[CH2:29][CH3:30])=[O:26])=[CH:23][CH:22]=1)([O-:20])=[O:19]. Product: [N+:18]([C:21]1[CH:58]=[CH:57][C:24]([C:25]([O:27][C@@:28]([C:35]2[N:36]=[N:37][N:38]([CH2:40][C:41]3[CH:50]=[C:49]4[C:44]([C:45]([C:53]5[N:17]=[CH:15][S:2][CH:54]=5)=[CH:46][C:47]([C:51]#[N:52])=[N:48]4)=[CH:43][CH:42]=3)[CH:39]=2)([C:31]([F:34])([F:33])[F:32])[CH2:29][CH3:30])=[O:26])=[CH:23][CH:22]=1)([O-:20])=[O:19]. The catalyst class is: 155. (2) Product: [CH:10]1([CH2:13][O:14][C:15]2[CH:23]=[CH:22][CH:21]=[CH:20][C:16]=2[C:17]([N:67]2[CH2:66][CH2:65][N:64]([C:47](=[O:46])[CH2:48][NH:49][C:50]([C:52]3[CH:57]=[CH:56][C:55]([C:58]4[CH:63]=[CH:62][CH:61]=[CH:60][CH:59]=4)=[CH:54][CH:53]=3)=[O:51])[CH2:69][CH2:68]2)=[O:19])[CH2:11][CH2:12]1. Reactant: CCN(C(C)C)C(C)C.[CH:10]1([CH2:13][O:14][C:15]2[CH:23]=[CH:22][CH:21]=[CH:20][C:16]=2[C:17]([OH:19])=O)[CH2:12][CH2:11]1.C1C=CC2N(O)N=NC=2C=1.CCN=C=NCCCN(C)C.Cl.[O:46]=[C:47]([N:64]1[CH2:69][CH2:68][NH:67][CH2:66][CH2:65]1)[CH2:48][NH:49][C:50]([C:52]1[CH:57]=[CH:56][C:55]([C:58]2[CH:63]=[CH:62][CH:61]=[CH:60][CH:59]=2)=[CH:54][CH:53]=1)=[O:51]. The catalyst class is: 18. (3) Reactant: [Br:1][C:2]1[CH:7]=[CH:6][C:5]([C:8](=[O:10])[CH3:9])=[C:4]([OH:11])[CH:3]=1.[C:12](=O)([O-])[O-].[K+].[K+].CI.O. Product: [Br:1][C:2]1[CH:7]=[CH:6][C:5]([C:8](=[O:10])[CH3:9])=[C:4]([O:11][CH3:12])[CH:3]=1. The catalyst class is: 3. (4) Reactant: [CH3:1][C:2]1[N:7]=[C:6]([C:8]([OH:10])=O)[CH:5]=[CH:4][CH:3]=1.Cl.CN(C)CCCN=C=NCC.[NH2:23][C@@H:24]1[CH2:27][C@H:26]([N:28]2[CH:32]=[C:31]([NH:33][C:34](=[O:46])[CH2:35][C:36]3[C:45]4[C:40](=[CH:41][CH:42]=[CH:43][CH:44]=4)[CH:39]=[CH:38][CH:37]=3)[N:30]=[CH:29]2)[CH2:25]1.[OH-].[Na+]. Product: [C:36]1([CH2:35][C:34]([NH:33][C:31]2[N:30]=[CH:29][N:28]([CH:26]3[CH2:27][CH:24]([NH:23][C:8]([C:6]4[CH:5]=[CH:4][CH:3]=[C:2]([CH3:1])[N:7]=4)=[O:10])[CH2:25]3)[CH:32]=2)=[O:46])[C:45]2[C:40](=[CH:41][CH:42]=[CH:43][CH:44]=2)[CH:39]=[CH:38][CH:37]=1. The catalyst class is: 808. (5) Reactant: [NH2:1][C:2]1[CH:7]=[CH:6][C:5]([SH:8])=[CH:4][CH:3]=1.[CH3:9][S:10]S(C)(=O)=O. Product: [CH:2]([NH2:1])([CH3:7])[CH3:3].[CH3:9][S:10][S:8][C:5]1[CH:6]=[CH:7][C:2]([NH2:1])=[CH:3][CH:4]=1. The catalyst class is: 5. (6) Reactant: C([O:8][N:9]1[C:15](=[O:16])[N:14]2[CH2:17][C@H:10]1[CH2:11][CH2:12][C@H:13]2[C:18]1[O:22][C:21]([CH2:23][CH2:24][NH:25][C:26](=[O:32])[O:27][C:28]([CH3:31])([CH3:30])[CH3:29])=[N:20][N:19]=1)C1C=CC=CC=1. Product: [OH:8][N:9]1[C:15](=[O:16])[N:14]2[CH2:17][C@H:10]1[CH2:11][CH2:12][C@H:13]2[C:18]1[O:22][C:21]([CH2:23][CH2:24][NH:25][C:26](=[O:32])[O:27][C:28]([CH3:30])([CH3:29])[CH3:31])=[N:20][N:19]=1. The catalyst class is: 123. (7) Reactant: [C:1]([O:5][C:6](=[O:21])[NH:7][CH2:8][CH2:9][C:10]#[C:11][C:12]1[CH:17]=[CH:16][C:15]([N+:18]([O-])=O)=[CH:14][CH:13]=1)([CH3:4])([CH3:3])[CH3:2]. Product: [C:1]([O:5][C:6](=[O:21])[NH:7][CH2:8][CH2:9][CH2:10][CH2:11][C:12]1[CH:13]=[CH:14][C:15]([NH2:18])=[CH:16][CH:17]=1)([CH3:4])([CH3:2])[CH3:3]. The catalyst class is: 29.